Dataset: Full USPTO retrosynthesis dataset with 1.9M reactions from patents (1976-2016). Task: Predict the reactants needed to synthesize the given product. (1) Given the product [F:25][C:26]1[CH:45]=[CH:44][CH:43]=[CH:42][C:27]=1[C:28]([NH:30][C:31]1[CH:36]=[CH:35][C:34]([C:37]2[O:38][C:13]([NH:12][CH2:11][CH2:10][CH2:9][CH2:8][N:5]3[CH2:6][CH2:7][CH:2]([F:1])[CH2:3][CH2:4]3)=[N:40][N:39]=2)=[C:33]([F:41])[CH:32]=1)=[O:29], predict the reactants needed to synthesize it. The reactants are: [F:1][CH:2]1[CH2:7][CH2:6][N:5]([CH2:8][CH2:9][CH2:10][CH2:11][NH2:12])[CH2:4][CH2:3]1.[CH:13]1N=CN(C(N2C=NC=C2)=S)C=1.[F:25][C:26]1[CH:45]=[CH:44][CH:43]=[CH:42][C:27]=1[C:28]([NH:30][C:31]1[CH:36]=[CH:35][C:34]([C:37]([NH:39][NH2:40])=[O:38])=[C:33]([F:41])[CH:32]=1)=[O:29].Cl.CN(C)CCCN=C=NCC.[OH-].[Na+]. (2) Given the product [Br:44][C:45]1[CH:46]=[C:47]2[C:51](=[CH:52][CH:53]=1)[N:50]([C:8](=[O:10])[CH2:7][C:1]1[CH:2]=[CH:3][CH:4]=[CH:5][CH:6]=1)[CH2:49][CH2:48]2, predict the reactants needed to synthesize it. The reactants are: [C:1]1([CH2:7][C:8]([OH:10])=O)[CH:6]=[CH:5][CH:4]=[CH:3][CH:2]=1.CN(C(ON1N=NC2C=CC=NC1=2)=[N+](C)C)C.F[P-](F)(F)(F)(F)F.CCN(C(C)C)C(C)C.[Br:44][C:45]1[CH:46]=[C:47]2[C:51](=[CH:52][CH:53]=1)[NH:50][CH2:49][CH2:48]2. (3) The reactants are: Cl[C:2]1[N:7]=[C:6]([C:8]2[CH:13]=[CH:12][CH:11]=[CH:10][C:9]=2[F:14])[N:5]=[C:4]2[N:15]([CH3:19])[N:16]=[C:17]([CH3:18])[C:3]=12.[NH2:20][C:21]1[CH:26]=[CH:25][N:24]=[CH:23][CH:22]=1. Given the product [F:14][C:9]1[CH:10]=[CH:11][CH:12]=[CH:13][C:8]=1[C:6]1[N:5]=[C:4]2[N:15]([CH3:19])[N:16]=[C:17]([CH3:18])[C:3]2=[C:2]([NH:20][C:21]2[CH:26]=[CH:25][N:24]=[CH:23][CH:22]=2)[N:7]=1, predict the reactants needed to synthesize it. (4) Given the product [C:33]([O:36][C:37]1[CH:42]=[CH:41][C:40](/[CH:43]=[CH:44]/[C:45]([O:23][C:22]2[CH:24]=[CH:25][C:19](/[CH:18]=[CH:17]/[C:9]3[CH:16]=[C:14]([O:15][C:5](=[O:7])[CH3:6])[CH:13]=[C:11]([O:12][C:1](=[O:4])[CH3:2])[CH:10]=3)=[CH:20][CH:21]=2)=[O:46])=[CH:39][C:38]=1[O:48][CH3:49])(=[O:35])[CH3:34], predict the reactants needed to synthesize it. The reactants are: [C:1]([OH:4])(=O)[CH3:2].[C:5](O)(=[O:7])[CH3:6].[C:9]1([CH:17]=[CH:18][C:19]2[CH:25]=[CH:24][C:22]([OH:23])=[CH:21][CH:20]=2)[CH:16]=[C:14]([OH:15])[CH:13]=[C:11]([OH:12])[CH:10]=1.C(N(CC)CC)C.[C:33]([O:36][C:37]1[CH:42]=[CH:41][C:40](/[CH:43]=[CH:44]/[C:45](Cl)=[O:46])=[CH:39][C:38]=1[O:48][CH3:49])(=[O:35])[CH3:34].Cl. (5) Given the product [C:12]([O:15][CH:9]1[C:4]2[N:5]=[CH:6][N:7]=[C:2]([Cl:1])[C:3]=2[CH2:11][CH2:10]1)(=[O:14])[CH3:13], predict the reactants needed to synthesize it. The reactants are: [Cl:1][C:2]1[N:7]=[CH:6][N+:5]([O-])=[C:4]2[CH2:9][CH2:10][CH2:11][C:3]=12.[C:12]([O:15]C(=O)C)(=[O:14])[CH3:13]. (6) Given the product [F:15][C:7]1[CH:8]=[C:9]2[C:4](=[CH:5][CH:6]=1)[N:3]=[C:2]([NH2:20])[N:11]=[C:10]2[N:12]([CH3:14])[CH3:13], predict the reactants needed to synthesize it. The reactants are: Cl[C:2]1[N:11]=[C:10]([N:12]([CH3:14])[CH3:13])[C:9]2[C:4](=[CH:5][CH:6]=[C:7]([F:15])[CH:8]=2)[N:3]=1.C[Si]([N-:20][Si](C)(C)C)(C)C.[Li+].C1(P(C2CCCCC2)C2C=CC=CC=2C2C=CC=CC=2)CCCCC1.Cl. (7) Given the product [N:8]1[C:9]2[C:4](=[CH:3][C:2]([C:12]#[N:13])=[CH:11][CH:10]=2)[CH:5]=[CH:6][CH:7]=1, predict the reactants needed to synthesize it. The reactants are: Br[C:2]1[CH:3]=[C:4]2[C:9](=[CH:10][CH:11]=1)[N:8]=[CH:7][CH:6]=[CH:5]2.[C:12]([Cu])#[N:13]. (8) Given the product [NH2:15][C:13]1[CH:12]=[CH:11][C:5]2[CH2:6][CH2:7][CH2:8][C:9](=[O:10])[N:3]([CH2:1][CH3:2])[C:4]=2[CH:14]=1, predict the reactants needed to synthesize it. The reactants are: [CH2:1]([N:3]1[C:9](=[O:10])[CH2:8][CH2:7][CH2:6][C:5]2[CH:11]=[CH:12][C:13]([N+:15]([O-])=O)=[CH:14][C:4]1=2)[CH3:2].O.NN. (9) Given the product [C:30]1([C:33]2[CH:34]=[CH:35][CH:36]=[CH:37][CH:38]=2)[CH:29]=[CH:28][C:27]([NH:24][C:25]([NH:1][C:2]2[C:3]([C:12]([NH:14][C:15]3([C:21]([OH:23])=[O:22])[CH2:20][CH2:19][CH2:18][CH2:17][CH2:16]3)=[O:13])=[CH:4][C:5]3[C:10]([CH:11]=2)=[CH:9][CH:8]=[CH:7][CH:6]=3)=[O:26])=[CH:32][CH:31]=1, predict the reactants needed to synthesize it. The reactants are: [NH2:1][C:2]1[C:3]([C:12]([NH:14][C:15]2([C:21]([OH:23])=[O:22])[CH2:20][CH2:19][CH2:18][CH2:17][CH2:16]2)=[O:13])=[CH:4][C:5]2[C:10]([CH:11]=1)=[CH:9][CH:8]=[CH:7][CH:6]=2.[N:24]([C:27]1[CH:32]=[CH:31][C:30]([C:33]2[CH:38]=[CH:37][CH:36]=[CH:35][CH:34]=2)=[CH:29][CH:28]=1)=[C:25]=[O:26]. (10) Given the product [F:39][C:33]1[CH:34]=[C:35]([F:38])[CH:36]=[CH:37][C:32]=1[O:31][C:3]1[C:49]2[NH:50][C:51](=[O:52])[N:47]([CH3:45])[C:48]=2[CH:6]=[CH:5][C:4]=1[C:10]1[C:11]2[CH:20]=[CH:19][N:18]([S:21]([C:24]3[CH:29]=[CH:28][C:27]([CH3:30])=[CH:26][CH:25]=3)(=[O:22])=[O:23])[C:12]=2[C:13](=[O:17])[N:14]([CH3:16])[CH:15]=1, predict the reactants needed to synthesize it. The reactants are: NC1[C:3]([O:31][C:32]2[CH:37]=[CH:36][C:35]([F:38])=[CH:34][C:33]=2[F:39])=[C:4]([C:10]2[C:11]3[CH:20]=[CH:19][N:18]([S:21]([C:24]4[CH:29]=[CH:28][C:27]([CH3:30])=[CH:26][CH:25]=4)(=[O:23])=[O:22])[C:12]=3[C:13](=[O:17])[N:14]([CH3:16])[CH:15]=2)[CH:5]=[CH:6]C=1NC.C1N=CN([C:45]([N:47]2[CH:51]=[N:50][CH:49]=[CH:48]2)=O)C=1.[O:52]1CCCC1.